Dataset: Full USPTO retrosynthesis dataset with 1.9M reactions from patents (1976-2016). Task: Predict the reactants needed to synthesize the given product. Given the product [Cl:1][C:2]1[N:7]=[C:6]2[N:8]=[C:9]([CH2:16][N:17]3[C:21]4[CH:22]=[N:23][CH:24]=[CH:25][C:20]=4[N:19]([CH:26]4[CH2:28][CH2:27]4)[C:18]3=[O:29])[N:10]([CH2:11][CH2:12][CH2:13][CH:14]([OH:15])[CH3:30])[C:5]2=[CH:4][CH:3]=1, predict the reactants needed to synthesize it. The reactants are: [Cl:1][C:2]1[N:7]=[C:6]2[N:8]=[C:9]([CH2:16][N:17]3[C:21]4[CH:22]=[N:23][CH:24]=[CH:25][C:20]=4[N:19]([CH:26]4[CH2:28][CH2:27]4)[C:18]3=[O:29])[N:10]([CH2:11][CH2:12][CH2:13][CH:14]=[O:15])[C:5]2=[CH:4][CH:3]=1.[CH3:30][Mg]I.